From a dataset of Forward reaction prediction with 1.9M reactions from USPTO patents (1976-2016). Predict the product of the given reaction. (1) Given the reactants [Cl:1][C:2]1[N:10]=[C:9]2[C:5]([N:6]=[CH:7][NH:8]2)=[C:4]([NH:11][CH2:12][C:13]2[CH:18]=[CH:17][C:16]([O:19][CH3:20])=[C:15]([O:21][CH3:22])[CH:14]=2)[N:3]=1.[H-].[Na+].[CH:25]1(Br)[CH2:29][CH2:28][CH2:27][CH2:26]1.O, predict the reaction product. The product is: [Cl:1][C:2]1[N:10]=[C:9]2[C:5]([N:6]=[CH:7][N:8]2[CH:25]2[CH2:29][CH2:28][CH2:27][CH2:26]2)=[C:4]([NH:11][CH2:12][C:13]2[CH:18]=[CH:17][C:16]([O:19][CH3:20])=[C:15]([O:21][CH3:22])[CH:14]=2)[N:3]=1. (2) The product is: [Cl:1][C:2]1[C:3]([N:12]([CH2:27][C:28]2[CH:33]=[CH:32][C:31]([CH:34]([CH3:36])[CH3:35])=[CH:30][CH:29]=2)[S:13]([C:16]2[CH:25]=[CH:24][C:19]([C:20]([O:22][CH3:23])=[O:21])=[CH:18][CH:17]=2)(=[O:15])=[O:14])=[N:4][CH:5]=[C:6]([C:8]([F:11])([F:9])[F:10])[CH:7]=1. Given the reactants [Cl:1][C:2]1[C:3]([NH:12][S:13]([C:16]2[CH:25]=[CH:24][C:19]([C:20]([O:22][CH3:23])=[O:21])=[CH:18][CH:17]=2)(=[O:15])=[O:14])=[N:4][CH:5]=[C:6]([C:8]([F:11])([F:10])[F:9])[CH:7]=1.Cl[CH2:27][C:28]1[CH:33]=[CH:32][C:31]([CH:34]([CH3:36])[CH3:35])=[CH:30][CH:29]=1, predict the reaction product. (3) Given the reactants [Cl:1][C:2]1[CH:7]=[CH:6][C:5]([C:8]2[N:9]=[CH:10][N:11]([CH3:21])[C:12]=2[C:13]2[CH:18]=[CH:17][C:16]([Cl:19])=[CH:15][C:14]=2[Cl:20])=[CH:4][CH:3]=1.C([Li])CCC.Cl[C:28]([O:30][CH2:31][CH3:32])=[O:29], predict the reaction product. The product is: [Cl:1][C:2]1[CH:3]=[CH:4][C:5]([C:8]2[N:9]=[C:10]([C:28]([O:30][CH2:31][CH3:32])=[O:29])[N:11]([CH3:21])[C:12]=2[C:13]2[CH:18]=[CH:17][C:16]([Cl:19])=[CH:15][C:14]=2[Cl:20])=[CH:6][CH:7]=1. (4) Given the reactants Br[C:2]1[CH:11]=[C:10]2[C:5]([CH2:6][CH2:7][CH2:8][C:9]2=[O:12])=[CH:4][CH:3]=1.[NH:13]1[CH2:17][CH2:16][CH2:15][CH2:14]1.C(P(C(C)(C)C)C1C=CC=CC=1C1C=CC=CC=1)(C)(C)C.CC(C)([O-])C.[Na+], predict the reaction product. The product is: [N:13]1([C:2]2[CH:11]=[C:10]3[C:5]([CH2:6][CH2:7][CH2:8][C:9]3=[O:12])=[CH:4][CH:3]=2)[CH2:17][CH2:16][CH2:15][CH2:14]1.